From a dataset of Drug-target binding data from BindingDB using IC50 measurements. Regression. Given a target protein amino acid sequence and a drug SMILES string, predict the binding affinity score between them. We predict pIC50 (pIC50 = -log10(IC50 in M); higher means more potent). Dataset: bindingdb_ic50. (1) The compound is Cc1cc2c(C(C)C)ccc(C)c2oc1=O. The target protein (Q14330) has sequence MITLNNQDQPVPFNSSHPDEYKIAALVFYSCIFIIGLFVNITALWVFSCTTKKRTTVTIYMMNVALVDLIFIMTLPFRMFYYAKDEWPFGEYFCQILGALTVFYPSIALWLLAFISADRYMAIVQPKYAKELKNTCKAVLACVGVWIMTLTTTTPLLLLYKDPDKDSTPATCLKISDIIYLKAVNVLNLTRLTFFFLIPLFIMIGCYLVIIHNLLHGRTSKLKPKVKEKSIRIIITLLVQVLVCFMPFHICFAFLMLGTGENSYNPWGAFTTFLMNLSTCLDVILYYIVSKQFQARVISVMLYRNYLRSMRRKSFRSGSLRSLSNINSEML. The pIC50 is 5.0. (2) The small molecule is CSC(Cc1ccc(Cl)cc1)C(=O)Nc1ccc(Cl)cc1C(=O)O. The pIC50 is 5.8. The target protein (P96618) has sequence MIYGIGLDITELKRIASMAGRQKRFAERILTRSELDQYYELSEKRKNEFLAGRFAAKEAFSKAFGTGIGRQLSFQDIEIRKDQNGKPYIICTKLSQAAVHVSITHTKEYAAAQVVIERLSS. (3) The drug is CCCCCCCCCCCCCCCC(=O)OC[C@H](CSCCNC(=O)[C@H](N)CO)OC(=O)CCCCCCCCCCCCCCC. The target protein (O60603) has sequence MPHTLWMVWVLGVIISLSKEESSNQASLSCDRNGICKGSSGSLNSIPSGLTEAVKSLDLSNNRITYISNSDLQRCVNLQALVLTSNGINTIEEDSFSSLGSLEHLDLSYNYLSNLSSSWFKPLSSLTFLNLLGNPYKTLGETSLFSHLTKLQILRVGNMDTFTKIQRKDFAGLTFLEELEIDASDLQSYEPKSLKSIQNVSHLILHMKQHILLLEIFVDVTSSVECLELRDTDLDTFHFSELSTGETNSLIKKFTFRNVKITDESLFQVMKLLNQISGLLELEFDDCTLNGVGNFRASDNDRVIDPGKVETLTIRRLHIPRFYLFYDLSTLYSLTERVKRITVENSKVFLVPCLLSQHLKSLEYLDLSENLMVEEYLKNSACEDAWPSLQTLILRQNHLASLEKTGETLLTLKNLTNIDISKNSFHSMPETCQWPEKMKYLNLSSTRIHSVTGCIPKTLEILDVSNNNLNLFSLNLPQLKELYISRNKLMTLPDASLLPM.... The pIC50 is 5.9. (4) The compound is CC(C)NS(=O)(=O)c1ccc(OC/C(=C\F)CN)cc1. The target protein (P19801) has sequence MPALGWAVAAILMLQTAMAEPSPGTLPRKAGVFSDLSNQELKAVHSFLWSKKELRLQPSSTTTMAKNTVFLIEMLLPKKYHVLRFLDKGERHPVREARAVIFFGDQEHPNVTEFAVGPLPGPCYMRALSPRPGYQSSWASRPISTAEYALLYHTLQEATKPLHQFFLNTTGFSFQDCHDRCLAFTDVAPRGVASGQRRSWLIIQRYVEGYFLHPTGLELLVDHGSTDAGHWAVEQVWYNGKFYGSPEELARKYADGEVDVVVLEDPLPGGKGHDSTEEPPLFSSHKPRGDFPSPIHVSGPRLVQPHGPRFRLEGNAVLYGGWSFAFRLRSSSGLQVLNVHFGGERIAYEVSVQEAVALYGGHTPAGMQTKYLDVGWGLGSVTHELAPGIDCPETATFLDTFHYYDADDPVHYPRALCLFEMPTGVPLRRHFNSNFKGGFNFYAGLKGQVLVLRTTSTVYNYDYIWDFIFYPNGVMEAKMHATGYVHATFYTPEGLRHGTR.... The pIC50 is 6.0.